This data is from Full USPTO retrosynthesis dataset with 1.9M reactions from patents (1976-2016). The task is: Predict the reactants needed to synthesize the given product. (1) The reactants are: [Cl:1][C:2]1[CH:24]=[C:23]([O:25][CH2:26][CH:27]=[C:28]([Cl:30])[Cl:29])[CH:22]=[C:21]([Cl:31])[C:3]=1[O:4][CH2:5][CH2:6][CH2:7][O:8][C:9]1[CH:14]=[CH:13][C:12]([C:15](=[N:19][OH:20])[C:16](=[O:18])[CH3:17])=[CH:11][CH:10]=1.[C:32](=O)([O-])[O-].[K+].[K+].CI.O. Given the product [CH3:32][O:20][N:19]=[C:15]([C:12]1[CH:13]=[CH:14][C:9]([O:8][CH2:7][CH2:6][CH2:5][O:4][C:3]2[C:2]([Cl:1])=[CH:24][C:23]([O:25][CH2:26][CH:27]=[C:28]([Cl:30])[Cl:29])=[CH:22][C:21]=2[Cl:31])=[CH:10][CH:11]=1)[C:16](=[O:18])[CH3:17], predict the reactants needed to synthesize it. (2) Given the product [F:1][C:2]1[CH:7]=[C:6]([CH3:8])[C:5]([S:9]([CH2:10][C:11]([F:12])([F:13])[F:14])=[O:41])=[CH:4][C:3]=1[N:15]1[C:19]([CH2:20][F:21])=[CH:18][C:17]([O:22][C:23]([F:32])([F:31])[CH:24]([F:30])[O:25][C:26]([F:28])([F:29])[F:27])=[N:16]1, predict the reactants needed to synthesize it. The reactants are: [F:1][C:2]1[CH:7]=[C:6]([CH3:8])[C:5]([S:9][CH2:10][C:11]([F:14])([F:13])[F:12])=[CH:4][C:3]=1[N:15]1[C:19]([CH2:20][F:21])=[CH:18][C:17]([O:22][C:23]([F:32])([F:31])[CH:24]([F:30])[O:25][C:26]([F:29])([F:28])[F:27])=[N:16]1.ClC1C=CC=C(C(OO)=[O:41])C=1. (3) Given the product [CH3:1][O:2][C:5]1[C:14]2[CH:15]=[C:16]([O:21][CH3:22])[C:17]([O:19][CH3:20])=[CH:18][C:13]=2[C:12]2[C:7](=[C:8]3[CH:27]=[CH:26][CH:25]=[CH:24][C:9]3=[N:10][C:11]=2[O:29][CH3:28])[N:6]=1, predict the reactants needed to synthesize it. The reactants are: [CH3:1][O-:2].[Na+].Cl[C:5]1[C:14]2[CH:15]=[C:16]([O:21][CH3:22])[C:17]([O:19][CH3:20])=[CH:18][C:13]=2[C:12]2[C:7](=[C:8]3[CH:27]=[CH:26][CH:25]=[CH:24][C:9]3=[N:10][C:11]=2Cl)[N:6]=1.[CH3:28][OH:29].